This data is from Catalyst prediction with 721,799 reactions and 888 catalyst types from USPTO. The task is: Predict which catalyst facilitates the given reaction. (1) Reactant: Cl.C(OC(=O)[NH:8][C:9]1[CH:14]=[CH:13][CH:12]=[CH:11][C:10]=1[N:15]([C:30](=O)[C:31]1[CH:36]=[CH:35][C:34]([Cl:37])=[CH:33][CH:32]=1)[CH:16]([C:21](=[O:29])[NH:22][CH:23]1[CH2:28][CH2:27][CH2:26][CH2:25][CH2:24]1)[CH2:17][CH:18]([CH3:20])[CH3:19])(C)(C)C. Product: [CH:23]1([NH:22][C:21](=[O:29])[CH:16]([N:15]2[C:10]3[CH:11]=[CH:12][CH:13]=[CH:14][C:9]=3[N:8]=[C:30]2[C:31]2[CH:32]=[CH:33][C:34]([Cl:37])=[CH:35][CH:36]=2)[CH2:17][CH:18]([CH3:20])[CH3:19])[CH2:24][CH2:25][CH2:26][CH2:27][CH2:28]1. The catalyst class is: 5. (2) Reactant: [NH2:1][C:2]12[C:20](=[O:21])[C:19]3[C:14](=[CH:15][CH:16]=[CH:17][CH:18]=3)[C:3]1([OH:22])[O:4][C:5]1[C:10]2=[CH:9][CH:8]=[C:7]([CH:11]([CH3:13])[CH3:12])[CH:6]=1.C(N([CH2:28][CH3:29])CC)C.[C:30](Cl)(=[O:38])[CH2:31][CH2:32][CH2:33][CH2:34][CH2:35][CH2:36][CH3:37]. Product: [CH:11]([C:7]1[CH:6]=[C:5]2[C:10](=[CH:9][CH:8]=1)[C:2]1([NH:1][C:30](=[O:38])[CH2:31][CH2:32][CH2:33][CH2:34][CH2:35][CH2:36][CH3:37])[C:20](=[O:21])[C:19]3[C:14]([C:3]1([O:22][C:3](=[O:4])[CH2:2][CH2:10][CH2:9][CH2:8][CH2:7][CH2:28][CH3:29])[O:4]2)=[CH:15][CH:16]=[CH:17][CH:18]=3)([CH3:13])[CH3:12]. The catalyst class is: 2. (3) Reactant: [OH:1][C:2]1[CH:3]=[C:4]([C:8](=[O:10])[CH3:9])[CH:5]=[CH:6][CH:7]=1.N1C=CN=C1.[Si:16](Cl)([C:19]([CH3:22])([CH3:21])[CH3:20])([CH3:18])[CH3:17]. Product: [C:19]([Si:16]([CH3:18])([CH3:17])[O:1][C:2]1[CH:3]=[C:4]([C:8](=[O:10])[CH3:9])[CH:5]=[CH:6][CH:7]=1)([CH3:22])([CH3:21])[CH3:20]. The catalyst class is: 2. (4) Reactant: [Si]([O:8][C@@H:9]1[C@@:34]2([CH3:35])[C:13](=[CH:14][CH:15]=[C:16]3[C@@H:33]2[CH2:32][CH2:31][C@@:30]2([CH3:36])[C@H:17]3[CH2:18][CH:19]=[C:20]2[C@@H:21]([S:23][CH2:24][CH2:25][C:26]([OH:29])([CH3:28])[CH3:27])[CH3:22])[CH2:12][C@@H:11]([OH:37])[CH2:10]1)(C(C)(C)C)(C)C.[F-].C([N+](CCCC)(CCCC)CCCC)CCC. Product: [OH:8][C@@H:9]1[C@@:34]2([CH3:35])[C:13](=[CH:14][CH:15]=[C:16]3[C@@H:33]2[CH2:32][CH2:31][C@@:30]2([CH3:36])[C@H:17]3[CH2:18][CH:19]=[C:20]2[C@@H:21]([S:23][CH2:24][CH2:25][C:26]([OH:29])([CH3:27])[CH3:28])[CH3:22])[CH2:12][C@@H:11]([OH:37])[CH2:10]1. The catalyst class is: 54.